Dataset: Peptide-MHC class I binding affinity with 185,985 pairs from IEDB/IMGT. Task: Regression. Given a peptide amino acid sequence and an MHC pseudo amino acid sequence, predict their binding affinity value. This is MHC class I binding data. (1) The peptide sequence is ALFLLKLAGR. The MHC is Mamu-B8301 with pseudo-sequence Mamu-B8301. The binding affinity (normalized) is 0.423. (2) The binding affinity (normalized) is 0.115. The peptide sequence is RTLLGLILFV. The MHC is HLA-B35:01 with pseudo-sequence HLA-B35:01. (3) The peptide sequence is SIHLTKTDK. The MHC is HLA-A31:01 with pseudo-sequence HLA-A31:01. The binding affinity (normalized) is 0.154. (4) The peptide sequence is KLVYIFEPEK. The MHC is HLA-A31:01 with pseudo-sequence HLA-A31:01. The binding affinity (normalized) is 0.156. (5) The peptide sequence is VEIALYQPI. The MHC is HLA-A30:02 with pseudo-sequence HLA-A30:02. The binding affinity (normalized) is 0.0203. (6) The peptide sequence is HHIWQNLL. The MHC is HLA-A68:01 with pseudo-sequence HLA-A68:01. The binding affinity (normalized) is 0.111. (7) The peptide sequence is RLHSDASKNK. The MHC is HLA-A68:01 with pseudo-sequence HLA-A68:01. The binding affinity (normalized) is 0.149. (8) The peptide sequence is ITLFPSYQL. The MHC is HLA-A80:01 with pseudo-sequence HLA-A80:01. The binding affinity (normalized) is 0.0847. (9) The MHC is HLA-A31:01 with pseudo-sequence HLA-A31:01. The peptide sequence is DSIPISELSR. The binding affinity (normalized) is 0.230. (10) The peptide sequence is SLYYTIATI. The MHC is HLA-A02:02 with pseudo-sequence HLA-A02:02. The binding affinity (normalized) is 0.307.